Dataset: Catalyst prediction with 721,799 reactions and 888 catalyst types from USPTO. Task: Predict which catalyst facilitates the given reaction. (1) Product: [Cl:1][C:2]1[CH:3]=[C:4]([S:17]([C:25]2[CH:26]=[CH:27][C:22]([O:21][CH2:28][C:29]([O:31][CH2:32][CH3:33])=[O:30])=[CH:23][CH:24]=2)(=[O:19])=[O:18])[CH:5]=[CH:6][C:7]=1[CH2:8][CH2:9][NH:10][C:11](=[O:16])[C:12]([F:15])([F:14])[F:13]. Reactant: [Cl:1][C:2]1[CH:3]=[C:4]([S:17](Cl)(=[O:19])=[O:18])[CH:5]=[CH:6][C:7]=1[CH2:8][CH2:9][NH:10][C:11](=[O:16])[C:12]([F:15])([F:14])[F:13].[O:21]([CH2:28][C:29]([O:31][CH2:32][CH3:33])=[O:30])[C:22]1[CH:27]=[CH:26][CH:25]=[CH:24][CH:23]=1.Cl[Al](Cl)Cl. The catalyst class is: 26. (2) Reactant: [OH-].[Na+].FC(F)(F)C([N:7]1[C@@H:16]2[C@@H:11]([C:12]3[CH:20]=[CH:19][C:18]([O:21][C:22]4[CH:27]=[CH:26][C:25]([O:28][CH3:29])=[CH:24][CH:23]=4)=[CH:17][C:13]=3[CH2:14][CH2:15]2)[CH2:10][CH2:9][CH2:8]1)=O. Product: [CH3:29][O:28][C:25]1[CH:24]=[CH:23][C:22]([O:21][C:18]2[CH:19]=[CH:20][C:12]3[C@@H:11]4[C@H:16]([CH2:15][CH2:14][C:13]=3[CH:17]=2)[NH:7][CH2:8][CH2:9][CH2:10]4)=[CH:27][CH:26]=1. The catalyst class is: 7.